This data is from Catalyst prediction with 721,799 reactions and 888 catalyst types from USPTO. The task is: Predict which catalyst facilitates the given reaction. (1) Reactant: Br[C:2]1[C:3]([C:8]2[CH:13]=[CH:12][CH:11]=[C:10]([Cl:14])[C:9]=2[OH:15])=[N:4][CH:5]=[CH:6][CH:7]=1.N1C=CC=CC=1C(O)=O.P([O-])([O-])([O-])=O.[K+].[K+].[K+]. Product: [Cl:14][C:10]1[C:9]2[O:15][C:2]3[C:3](=[N:4][CH:5]=[CH:6][CH:7]=3)[C:8]=2[CH:13]=[CH:12][CH:11]=1. The catalyst class is: 156. (2) Reactant: [O:1]=[C:2]1[C:11]2[CH:10]=[CH:9][CH:8]=[C:7]([C:12]([OH:14])=O)[C:6]=2[CH:5]=[CH:4][N:3]1[CH:15]([CH2:19][CH2:20][CH3:21])[CH2:16][CH2:17][CH3:18].Cl.[NH2:23][C@@H:24]([CH2:40][C:41]1[CH:46]=[CH:45][CH:44]=[CH:43][CH:42]=1)[C@H:25]([OH:39])[CH2:26][NH:27][CH2:28][C:29]1[CH:34]=[CH:33][CH:32]=[C:31]([C:35]([F:38])([F:37])[F:36])[CH:30]=1.OC1C2N=NNC=2C=CC=1.Cl.CN(C)CCCN=C=NCC.C(N(CC)C(C)C)(C)C. Product: [CH2:40]([C@H:24]([NH:23][C:12]([C:7]1[C:6]2[CH:5]=[CH:4][N:3]([CH:15]([CH2:19][CH2:20][CH3:21])[CH2:16][CH2:17][CH3:18])[C:2](=[O:1])[C:11]=2[CH:10]=[CH:9][CH:8]=1)=[O:14])[C@H:25]([OH:39])[CH2:26][NH:27][CH2:28][C:29]1[CH:34]=[CH:33][CH:32]=[C:31]([C:35]([F:36])([F:37])[F:38])[CH:30]=1)[C:41]1[CH:46]=[CH:45][CH:44]=[CH:43][CH:42]=1. The catalyst class is: 46.